From a dataset of CYP3A4 inhibition data for predicting drug metabolism from PubChem BioAssay. Regression/Classification. Given a drug SMILES string, predict its absorption, distribution, metabolism, or excretion properties. Task type varies by dataset: regression for continuous measurements (e.g., permeability, clearance, half-life) or binary classification for categorical outcomes (e.g., BBB penetration, CYP inhibition). Dataset: cyp3a4_veith. (1) The drug is Cc1cc(NC(=O)COC(=O)c2ccc(NS(=O)(=O)c3ccc(C)c(C)c3)cc2)no1. The result is 1 (inhibitor). (2) The compound is O=C(c1ccncc1)N1CCC[C@@]2(CCN(c3cccc(-c4ccccc4)c3)C2)C1. The result is 1 (inhibitor).